Dataset: Full USPTO retrosynthesis dataset with 1.9M reactions from patents (1976-2016). Task: Predict the reactants needed to synthesize the given product. (1) Given the product [NH2:21][C@H:17]1[CH2:18][CH2:19][CH2:20][N:15]([CH:12]2[CH2:13][CH2:14][N:9]([C:6]3[N:7]=[CH:8][C:3]([CH2:1][CH3:2])=[CH:4][N:5]=3)[CH2:10][CH2:11]2)[C:16]1=[O:32], predict the reactants needed to synthesize it. The reactants are: [CH2:1]([C:3]1[CH:4]=[N:5][C:6]([N:9]2[CH2:14][CH2:13][CH:12]([N:15]3[CH2:20][CH2:19][CH2:18][C@H:17]([NH:21]C(=O)OCC4C=CC=CC=4)[C:16]3=[O:32])[CH2:11][CH2:10]2)=[N:7][CH:8]=1)[CH3:2].[H][H]. (2) Given the product [F:1][C:2]1[CH:11]=[C:10]2[NH:9][CH:8]([C:12]3[N:13]([CH3:17])[CH:14]=[CH:15][N:16]=3)[CH:7]([C:18]3[CH:23]=[CH:22][C:21]([F:24])=[CH:20][CH:19]=3)[C:6]3=[N:32][NH:33][C:26](=[O:28])[C:4]([CH:3]=1)=[C:5]23, predict the reactants needed to synthesize it. The reactants are: [F:1][C:2]1[CH:3]=[C:4]([C:26]([O:28]CC)=O)[C:5]2[C:6](=O)[CH:7]([C:18]3[CH:23]=[CH:22][C:21]([F:24])=[CH:20][CH:19]=3)[CH:8]([C:12]3[N:13]([CH3:17])[CH:14]=[CH:15][N:16]=3)[NH:9][C:10]=2[CH:11]=1.O.[NH2:32][NH2:33].